Dataset: Catalyst prediction with 721,799 reactions and 888 catalyst types from USPTO. Task: Predict which catalyst facilitates the given reaction. (1) Reactant: [CH3:1][N:2]([CH3:64])[CH:3]1[CH2:8][CH2:7][CH:6]([NH:9][C:10]([C:12]2[CH:17]=[CH:16][C:15]([C:18]3[CH:23]=[CH:22][C:21]([CH2:24][C@H:25]([NH:45][C:46]([C@H:48]4[CH2:53][CH2:52][C@H:51]([CH2:54][NH:55]C(=O)OC(C)(C)C)[CH2:50][CH2:49]4)=[O:47])[C:26](=[O:44])[NH:27][C:28]4[CH:43]=[CH:42][C:31]5[NH:32][C:33]([C:35]([F:41])([F:40])[C:36]([F:39])([F:38])[F:37])=[N:34][C:30]=5[CH:29]=4)=[CH:20][CH:19]=3)=[C:14]([CH3:63])[CH:13]=2)=[O:11])[CH2:5][CH2:4]1.[ClH:65]. Product: [ClH:65].[NH2:55][CH2:54][C@H:51]1[CH2:50][CH2:49][C@H:48]([C:46]([NH:45][C@H:25]([C:26](=[O:44])[NH:27][C:28]2[CH:43]=[CH:42][C:31]3[NH:32][C:33]([C:35]([F:41])([F:40])[C:36]([F:37])([F:38])[F:39])=[N:34][C:30]=3[CH:29]=2)[CH2:24][C:21]2[CH:22]=[CH:23][C:18]([C:15]3[CH:16]=[CH:17][C:12]([C:10]([NH:9][CH:6]4[CH2:7][CH2:8][CH:3]([N:2]([CH3:1])[CH3:64])[CH2:4][CH2:5]4)=[O:11])=[CH:13][C:14]=3[CH3:63])=[CH:19][CH:20]=2)=[O:47])[CH2:53][CH2:52]1. The catalyst class is: 12. (2) Reactant: [Cl:1][C:2]1[C:7]([CH:8]2[CH2:13][CH2:12][NH:11][CH2:10][CH2:9]2)=[CH:6][C:5]([C:14]#[N:15])=[CH:4][C:3]=1[NH:16][C:17]1[N:22]=[C:21]([N:23]([CH:33]2[CH2:35][CH2:34]2)CC2C=CC(OC)=CC=2)[C:20]2=[N:36][CH:37]=[C:38]([C:39]#[N:40])[N:19]2[N:18]=1.C(N(CC)CC)C.Cl[C:49]([O:51][CH3:52])=[O:50].C1(OC)C=CC=CC=1.C(O)(C(F)(F)F)=O. Product: [Cl:1][C:2]1[C:3]([NH:16][C:17]2[N:22]=[C:21]([NH:23][CH:33]3[CH2:34][CH2:35]3)[C:20]3=[N:36][CH:37]=[C:38]([C:39]#[N:40])[N:19]3[N:18]=2)=[CH:4][C:5]([C:14]#[N:15])=[CH:6][C:7]=1[CH:8]1[CH2:13][CH2:12][N:11]([C:49]([O:51][CH3:52])=[O:50])[CH2:10][CH2:9]1. The catalyst class is: 2. (3) Reactant: [CH:1]([N:4](CC)C(C)C)(C)[CH3:2].BrCC#N.[C:14]([O:18][C:19]([NH:21][C@@H:22]([CH2:26][CH2:27][C@@H:28]1[S:32][CH2:31][N:30]([C:33]([O:35][C:36]([CH3:39])([CH3:38])[CH3:37])=[O:34])[CH2:29]1)[C:23]([OH:25])=[O:24])=[O:20])([CH3:17])([CH3:16])[CH3:15]. Product: [C:14]([O:18][C:19]([NH:21][C@H:22]([C:23]([O:25][CH2:2][C:1]#[N:4])=[O:24])[CH2:26][CH2:27][C@@H:28]1[S:32][CH2:31][N:30]([C:33]([O:35][C:36]([CH3:39])([CH3:38])[CH3:37])=[O:34])[CH2:29]1)=[O:20])([CH3:17])([CH3:16])[CH3:15]. The catalyst class is: 10. (4) Reactant: [C:1]([OH:9])(=[O:8])[C:2]([CH2:4][C:5](O)=[O:6])=[CH2:3].[CH2:10]([NH2:17])[C:11]1[CH:16]=[CH:15][CH:14]=[CH:13][CH:12]=1. Product: [CH2:10]([N:17]1[C:5](=[O:6])[CH2:4][CH:2]([C:1]([OH:9])=[O:8])[CH2:3]1)[C:11]1[CH:16]=[CH:15][CH:14]=[CH:13][CH:12]=1. The catalyst class is: 6. (5) Reactant: [CH3:1][C@@H:2]1[N:13]([CH3:14])[C:12](=[O:15])[C@H:11]([CH2:16][C:17](O)=[O:18])[CH2:10][CH:9]=[CH:8][CH2:7][CH2:6][C:5](=[O:20])[O:4][C@@H:3]1[C:21]1[CH:26]=[CH:25][CH:24]=[CH:23][CH:22]=1.[CH3:27][N:28]1[CH2:33][CH2:32][CH:31]([CH2:34][NH2:35])[CH2:30][CH2:29]1.CO.C(Cl)Cl. Product: [CH3:1][C@@H:2]1[N:13]([CH3:14])[C:12](=[O:15])[C@H:11]([CH2:16][C:17]([NH:35][CH2:34][CH:31]2[CH2:32][CH2:33][N:28]([CH3:27])[CH2:29][CH2:30]2)=[O:18])[CH2:10][CH:9]=[CH:8][CH2:7][CH2:6][C:5](=[O:20])[O:4][C@@H:3]1[C:21]1[CH:22]=[CH:23][CH:24]=[CH:25][CH:26]=1. The catalyst class is: 3. (6) The catalyst class is: 1. Reactant: [Br:1][C:2]1[CH:7]=[CH:6][C:5]([C:8](=[O:12])[CH:9]([F:11])[F:10])=[CH:4][CH:3]=1.[BH4-].[Na+]. Product: [Br:1][C:2]1[CH:3]=[CH:4][C:5]([CH:8]([OH:12])[CH:9]([F:11])[F:10])=[CH:6][CH:7]=1. (7) Reactant: [F:1][C:2]1[CH:7]=[CH:6][CH:5]=[C:4]([F:8])[C:3]=1[N:9]1[C:17]2[CH:16]=[CH:15][N:14]=[C:13]([O:18][CH3:19])[C:12]=2[C:11]([C:20]2[CH:28]=[CH:27][C:23]([C:24](O)=[O:25])=[CH:22][CH:21]=2)=[N:10]1.Cl.CN.C1C=[C:36]2[N:38]=NN(O)C2=CC=1.O.CCN=C=NCCCN(C)C.Cl. Product: [F:8][C:4]1[CH:5]=[CH:6][CH:7]=[C:2]([F:1])[C:3]=1[N:9]1[C:17]2[CH:16]=[CH:15][N:14]=[C:13]([O:18][CH3:19])[C:12]=2[C:11]([C:20]2[CH:21]=[CH:22][C:23]([C:24]([NH:38][CH3:36])=[O:25])=[CH:27][CH:28]=2)=[N:10]1. The catalyst class is: 851. (8) Reactant: C([O-])([O-])=O.[Cs+].[Cs+].[C:7]1([OH:13])[CH:12]=[CH:11][CH:10]=[CH:9][CH:8]=1.F[C:15]1[CH:20]=[CH:19][C:18]([F:21])=[CH:17][C:16]=1[N+:22]([O-:24])=[O:23].O. Product: [F:21][C:18]1[CH:19]=[CH:20][C:15]([O:13][C:7]2[CH:12]=[CH:11][CH:10]=[CH:9][CH:8]=2)=[C:16]([N+:22]([O-:24])=[O:23])[CH:17]=1. The catalyst class is: 56. (9) Reactant: [Cl:1][C:2]1[CH:3]=[C:4](/[CH:8]=[CH:9]/[C:10]([N:12]2[CH2:18][CH2:17][C:16](=[O:19])[N:15]([CH2:20][CH2:21][CH2:22][OH:23])[CH2:14][C@H:13]2[CH3:24])=[O:11])[CH:5]=[CH:6][CH:7]=1.CC1(C)N([O])C(C)(C)CCC1.[Br-].[K+].Cl[O-].[Na+].C([O-])(O)=[O:42].[Na+]. Product: [Cl:1][C:2]1[CH:3]=[C:4](/[CH:8]=[CH:9]/[C:10]([N:12]2[CH2:18][CH2:17][C:16](=[O:19])[N:15]([CH2:20][CH2:21][C:22]([OH:42])=[O:23])[CH2:14][C@H:13]2[CH3:24])=[O:11])[CH:5]=[CH:6][CH:7]=1. The catalyst class is: 5. (10) Reactant: [CH:1]([O:4][C:5]([N:7]1[CH2:12][CH2:11][CH:10]([C@H:13]([CH3:43])[CH2:14][CH2:15][CH2:16][C:17]2[CH:18]=[N:19][C:20]([N:23]3[CH2:27][C@H:26]([N:28]4[CH2:33][CH2:32][CH2:31][CH2:30][C:29]4=[O:34])[C@@H:25]([NH:35]C(OC(C)(C)C)=O)[CH2:24]3)=[N:21][CH:22]=2)[CH2:9][CH2:8]1)=[O:6])([CH3:3])[CH3:2].C(O)(C(F)(F)F)=O. Product: [CH:1]([O:4][C:5]([N:7]1[CH2:12][CH2:11][CH:10]([C@H:13]([CH3:43])[CH2:14][CH2:15][CH2:16][C:17]2[CH:18]=[N:19][C:20]([N:23]3[CH2:27][C@H:26]([N:28]4[CH2:33][CH2:32][CH2:31][CH2:30][C:29]4=[O:34])[C@@H:25]([NH2:35])[CH2:24]3)=[N:21][CH:22]=2)[CH2:9][CH2:8]1)=[O:6])([CH3:3])[CH3:2]. The catalyst class is: 2.